Predict the product of the given reaction. From a dataset of Forward reaction prediction with 1.9M reactions from USPTO patents (1976-2016). (1) The product is: [CH3:70][O:69][C:67]([C:62]1[CH:61]=[CH:60][C:59]2[C:64](=[CH:65][CH:66]=[C:57]([NH:56][C:28]([C@H:9]3[C@H:8]([C:4]4[CH:5]=[CH:6][CH:7]=[C:2]([Cl:1])[C:3]=4[F:31])[C@:12]([C:15]4[CH:20]=[CH:19][C:18]([Cl:21])=[CH:17][C:16]=4[F:22])([C:13]#[N:14])[C@H:11]([CH2:23][C:24]([CH3:27])([CH3:25])[CH3:26])[NH:10]3)=[O:29])[CH:58]=2)[CH:63]=1)=[O:68]. Given the reactants [Cl:1][C:2]1[C:3]([F:31])=[C:4]([C@@H:8]2[C@:12]([C:15]3[CH:20]=[CH:19][C:18]([Cl:21])=[CH:17][C:16]=3[F:22])([C:13]#[N:14])[C@H:11]([CH2:23][C:24]([CH3:27])([CH3:26])[CH3:25])[NH:10][C@H:9]2[C:28](O)=[O:29])[CH:5]=[CH:6][CH:7]=1.CN(C(ON1N=NC2C=CC=NC1=2)=[N+](C)C)C.F[P-](F)(F)(F)(F)F.[NH2:56][C:57]1[CH:58]=[C:59]2[C:64](=[CH:65][CH:66]=1)[CH:63]=[C:62]([C:67]([O:69][CH3:70])=[O:68])[CH:61]=[CH:60]2.CCN(C(C)C)C(C)C, predict the reaction product. (2) Given the reactants [CH3:1][N:2]1[C:10]2[C:5](=[CH:6][CH:7]=[C:8](B3OC(C)(C)C(C)(C)O3)[CH:9]=2)[C:4]([CH3:21])([CH3:20])[C:3]1=[O:22].Br.Br[C:25]1[N:26]=[N:27][CH:28]=[CH:29][CH:30]=1, predict the reaction product. The product is: [CH3:1][N:2]1[C:10]2[C:5](=[CH:6][CH:7]=[C:8]([C:25]3[N:26]=[N:27][CH:28]=[CH:29][CH:30]=3)[CH:9]=2)[C:4]([CH3:20])([CH3:21])[C:3]1=[O:22]. (3) Given the reactants [C:1]([O:5][C:6](=[O:33])[NH:7][CH:8]1[CH2:13][CH2:12][CH:11]([NH:14][C:15](=[O:32])[C:16]2[CH:21]=[C:20]([OH:22])[CH:19]=[C:18]([O:23][C:24]3[CH:29]=[CH:28][C:27]([C:30]#[N:31])=[CH:26][CH:25]=3)[CH:17]=2)[CH2:10][CH2:9]1)([CH3:4])([CH3:3])[CH3:2].Br[CH2:35][CH2:36][CH2:37][CH2:38][CH2:39][C:40]#[N:41], predict the reaction product. The product is: [C:1]([O:5][C:6](=[O:33])[NH:7][CH:8]1[CH2:13][CH2:12][CH:11]([NH:14][C:15](=[O:32])[C:16]2[CH:17]=[C:18]([O:23][C:24]3[CH:29]=[CH:28][C:27]([C:30]#[N:31])=[CH:26][CH:25]=3)[CH:19]=[C:20]([O:22][CH2:35][CH2:36][CH2:37][CH2:38][CH2:39][C:40]#[N:41])[CH:21]=2)[CH2:10][CH2:9]1)([CH3:4])([CH3:2])[CH3:3]. (4) Given the reactants [CH2:1]([NH:8][CH:9]1[CH2:15][C:14]2[CH:16]=[C:17]([O:20][CH2:21][C:22]([NH:24][CH2:25][CH2:26][CH2:27][CH3:28])=[O:23])[CH:18]=[CH:19][C:13]=2[CH2:12][CH2:11][CH2:10]1)[C:2]1[CH:7]=[CH:6][CH:5]=[CH:4][CH:3]=1.[CH2:29]([O:36][C:37]1[CH:47]=[CH:46][C:40]([O:41][CH2:42][C@H:43]2[O:45][CH2:44]2)=[CH:39][CH:38]=1)[C:30]1[CH:35]=[CH:34][CH:33]=[CH:32][CH:31]=1.FC(F)(F)S([O-])(=O)=O.[Yb+3].FC(F)(F)S([O-])(=O)=O.FC(F)(F)S([O-])(=O)=O.C(=O)(O)[O-].[Na+], predict the reaction product. The product is: [CH2:1]([N:8]([CH:9]1[CH2:15][C:14]2[CH:16]=[C:17]([O:20][CH2:21][C:22]([NH:24][CH2:25][CH2:26][CH2:27][CH3:28])=[O:23])[CH:18]=[CH:19][C:13]=2[CH2:12][CH2:11][CH2:10]1)[CH2:44][C@H:43]([OH:45])[CH2:42][O:41][C:40]1[CH:46]=[CH:47][C:37]([O:36][CH2:29][C:30]2[CH:35]=[CH:34][CH:33]=[CH:32][CH:31]=2)=[CH:38][CH:39]=1)[C:2]1[CH:3]=[CH:4][CH:5]=[CH:6][CH:7]=1. (5) Given the reactants [Br:1][C:2]1[CH:7]=[CH:6][C:5]([C:8]2[O:9][C:10]3[C:11](=[C:13]([C:17]([OH:19])=O)[CH:14]=[CH:15][CH:16]=3)[N:12]=2)=[CH:4][CH:3]=1.O[N:21]1C2C=CC=CC=2N=N1.C(N=C=NCCCN(C)C)C.[OH-].[NH4+], predict the reaction product. The product is: [Br:1][C:2]1[CH:7]=[CH:6][C:5]([C:8]2[O:9][C:10]3[C:11](=[C:13]([C:17]([NH2:21])=[O:19])[CH:14]=[CH:15][CH:16]=3)[N:12]=2)=[CH:4][CH:3]=1.